Dataset: CYP1A2 inhibition data for predicting drug metabolism from PubChem BioAssay. Task: Regression/Classification. Given a drug SMILES string, predict its absorption, distribution, metabolism, or excretion properties. Task type varies by dataset: regression for continuous measurements (e.g., permeability, clearance, half-life) or binary classification for categorical outcomes (e.g., BBB penetration, CYP inhibition). Dataset: cyp1a2_veith. (1) The drug is COc1ccc(C(=O)Nc2ccc(F)cc2F)cc1OC. The result is 1 (inhibitor). (2) The drug is CN(Cc1ccco1)c1cc(-c2cccc(C#N)c2)ncn1. The result is 1 (inhibitor). (3) The molecule is CCCC[C@@H]1C[C@H]1C(NC(=O)c1ccccc1)c1ccccc1. The result is 1 (inhibitor).